From a dataset of Peptide-MHC class I binding affinity with 185,985 pairs from IEDB/IMGT. Regression. Given a peptide amino acid sequence and an MHC pseudo amino acid sequence, predict their binding affinity value. This is MHC class I binding data. (1) The peptide sequence is VPGLSPEAL. The MHC is HLA-B57:01 with pseudo-sequence HLA-B57:01. The binding affinity (normalized) is 0.213. (2) The peptide sequence is GAAITLVVI. The MHC is HLA-A02:06 with pseudo-sequence HLA-A02:06. The binding affinity (normalized) is 0.262.